Dataset: Reaction yield outcomes from USPTO patents with 853,638 reactions. Task: Predict the reaction yield, written as a fraction of the theoretical maximum amount of product (1.0 means a 100% yield; for example, 0.34 means a 34% yield). (1) The reactants are FC(F)(F)S(O)(=O)=O.[Cl:9][C:10]1[CH:16]=[CH:15][C:13]([OH:14])=[CH:12][C:11]=1[OH:17].Cl[CH2:19][CH2:20][C:21](O)=[O:22].[OH-].[Na+].Cl. No catalyst specified. The product is [Cl:9][C:10]1[CH:16]=[C:15]2[C:13](=[CH:12][C:11]=1[OH:17])[O:14][CH2:19][CH2:20][C:21]2=[O:22]. The yield is 0.520. (2) The reactants are [CH3:1][S:2]([NH:5][CH2:6][C:7]1[CH:16]=[CH:15][C:10]([C:11](OC)=[O:12])=[CH:9][CH:8]=1)(=[O:4])=[O:3].[H-].[H-].[H-].[H-].[Li+].[Al+3].CO.C(Cl)(Cl)Cl. The catalyst is C1COCC1. The product is [CH3:1][S:2]([NH:5][CH2:6][C:7]1[CH:16]=[CH:15][C:10]([CH2:11][OH:12])=[CH:9][CH:8]=1)(=[O:4])=[O:3]. The yield is 0.800. (3) The reactants are [C:1]([O:4][C@@H:5]1[CH2:29][CH2:28][C@@:27]2([CH3:30])[C@H:7]([CH2:8][CH2:9][C@@H:10]3[C:26]2=[CH:25][CH2:24][C@@:23]2([CH3:31])[C@H:11]3[CH2:12][CH:13]=[C:14]2[C@H:15]([CH3:22])/[CH:16]=[CH:17]/[C:18]([O:20][CH3:21])=[O:19])[CH2:6]1)(=[O:3])[CH3:2]. The catalyst is CCOC(C)=O.[Pd]. The product is [C:1]([O:4][C@@H:5]1[CH2:29][CH2:28][C@@:27]2([CH3:30])[C@H:7]([CH2:8][CH2:9][C@@H:10]3[C:26]2=[CH:25][CH2:24][C@@:23]2([CH3:31])[C@H:11]3[CH2:12][CH2:13][C@@H:14]2[C@H:15]([CH3:22])[CH2:16][CH2:17][C:18]([O:20][CH3:21])=[O:19])[CH2:6]1)(=[O:3])[CH3:2]. The yield is 0.860. (4) The reactants are [CH2:1]([O:3][C:4](=[O:23])[CH:5]([C:7]1[N:8](C(OC(C)(C)C)=O)[C:9]2[C:14]([CH:15]=1)=[CH:13][CH:12]=[CH:11][CH:10]=2)[CH3:6])[CH3:2]. The catalyst is ClCCl.C(O)(C(F)(F)F)=O. The product is [NH:8]1[C:9]2[C:14](=[CH:13][CH:12]=[CH:11][CH:10]=2)[CH:15]=[C:7]1[CH:5]([CH3:6])[C:4]([O:3][CH2:1][CH3:2])=[O:23]. The yield is 0.500. (5) The reactants are [NH2:1][CH2:2][C@H:3]1[O:7][C:6]([CH3:9])([CH3:8])[O:5][C@@H:4]1[CH2:10][NH:11][C:12](=[O:18])[O:13][C:14]([CH3:17])([CH3:16])[CH3:15].[Cl:19][C:20]1[CH:25]=[C:24]([Cl:26])[CH:23]=[CH:22][C:21]=1[S:27](Cl)(=[O:29])=[O:28].C(N(CC)CC)C. The catalyst is ClCCl. The product is [Cl:19][C:20]1[CH:25]=[C:24]([Cl:26])[CH:23]=[CH:22][C:21]=1[S:27]([NH:1][CH2:2][C@H:3]1[O:7][C:6]([CH3:8])([CH3:9])[O:5][C@@H:4]1[CH2:10][NH:11][C:12](=[O:18])[O:13][C:14]([CH3:17])([CH3:16])[CH3:15])(=[O:29])=[O:28]. The yield is 0.850. (6) The reactants are [Si:1]([O:18][CH2:19][C:20]1[C:21]([N:35]2[CH2:40][C@H:39]([CH3:41])[O:38][C@H:37]([CH3:42])[CH2:36]2)=[C:22]([F:34])[C:23]2[O:27][N:26]=[C:25]([C:28]([O:30]CC)=O)[C:24]=2[CH:33]=1)([C:14]([CH3:17])([CH3:16])[CH3:15])([C:8]1[CH:13]=[CH:12][CH:11]=[CH:10][CH:9]=1)[C:2]1[CH:7]=[CH:6][CH:5]=[CH:4][CH:3]=1.[NH2:43][NH2:44]. The catalyst is C(O)C.ClCCl.[Cl-].[Na+].O. The product is [Si:1]([O:18][CH2:19][C:20]1[C:21]([N:35]2[CH2:40][C@H:39]([CH3:41])[O:38][C@H:37]([CH3:42])[CH2:36]2)=[C:22]([F:34])[C:23]2[O:27][N:26]=[C:25]([C:28]([NH:43][NH2:44])=[O:30])[C:24]=2[CH:33]=1)([C:14]([CH3:15])([CH3:17])[CH3:16])([C:8]1[CH:9]=[CH:10][CH:11]=[CH:12][CH:13]=1)[C:2]1[CH:3]=[CH:4][CH:5]=[CH:6][CH:7]=1. The yield is 0.725. (7) The reactants are [C:1]([O:7][CH2:8][N:9]1[C:13]2[N:14]=[CH:15][N:16]=[C:17]([C:18]3[CH:19]=[N:20][N:21](C(OCC)C)[CH:22]=3)[C:12]=2[CH:11]=[CH:10]1)(=[O:6])[C:2]([CH3:5])([CH3:4])[CH3:3].C1COCC1.[OH-].[Na+]. The catalyst is Cl. The product is [C:1]([O:7][CH2:8][N:9]1[C:13]2[N:14]=[CH:15][N:16]=[C:17]([C:18]3[CH:19]=[N:20][NH:21][CH:22]=3)[C:12]=2[CH:11]=[CH:10]1)(=[O:6])[C:2]([CH3:5])([CH3:4])[CH3:3]. The yield is 0.770.